From a dataset of Human liver microsome stability data. Regression/Classification. Given a drug SMILES string, predict its absorption, distribution, metabolism, or excretion properties. Task type varies by dataset: regression for continuous measurements (e.g., permeability, clearance, half-life) or binary classification for categorical outcomes (e.g., BBB penetration, CYP inhibition). Dataset: hlm. (1) The molecule is CN1CCc2cn(C)c3c2C1=CC(=[NH+]/C=C/c1ccc(O)cc1)C3=O. The result is 1 (stable in human liver microsomes). (2) The drug is CN(C)CC1(c2cccc3ccccc23)CCCCC1. The result is 1 (stable in human liver microsomes).